Predict the reactants needed to synthesize the given product. From a dataset of Full USPTO retrosynthesis dataset with 1.9M reactions from patents (1976-2016). (1) Given the product [F:11][C:12]1[CH:20]=[C:19]2[C:15]([CH:16]=[C:17]([CH2:28][OH:29])[N:18]2[C:21]([O:23][C:24]([CH3:25])([CH3:27])[CH3:26])=[O:22])=[CH:14][CH:13]=1, predict the reactants needed to synthesize it. The reactants are: [H-].C([Al+]CC(C)C)C(C)C.[F:11][C:12]1[CH:20]=[C:19]2[C:15]([CH:16]=[C:17]([C:28](OCC)=[O:29])[N:18]2[C:21]([O:23][C:24]([CH3:27])([CH3:26])[CH3:25])=[O:22])=[CH:14][CH:13]=1.O.O.O.O.O.O.O.O.O.O.S([O-])([O-])(=O)=O.[Na+].[Na+].S([O-])([O-])(=O)=O.[Mg+2]. (2) Given the product [OH:2][C:3]1[CH:8]=[CH:7][C:6]([C:9]([F:10])([F:11])[F:12])=[CH:5][C:4]=1[C:13](=[O:15])[CH3:14], predict the reactants needed to synthesize it. The reactants are: C[O:2][C:3]1[CH:8]=[CH:7][C:6]([C:9]([F:12])([F:11])[F:10])=[CH:5][C:4]=1[C:13](=[O:15])[CH3:14].B(Cl)(Cl)Cl.